This data is from Full USPTO retrosynthesis dataset with 1.9M reactions from patents (1976-2016). The task is: Predict the reactants needed to synthesize the given product. (1) Given the product [C:1]1([S:7]([N:10]2[C:18]3[C:13](=[CH:14][CH:15]=[C:16]([O:19][CH3:20])[CH:17]=3)[CH:12]=[C:11]2[C:35]2[CH:40]=[CH:39][C:38]([O:41][CH3:42])=[CH:37][C:36]=2[N+:43]([O-:45])=[O:44])(=[O:9])=[O:8])[CH:6]=[CH:5][CH:4]=[CH:3][CH:2]=1, predict the reactants needed to synthesize it. The reactants are: [C:1]1([S:7]([N:10]2[C:18]3[C:13](=[CH:14][CH:15]=[C:16]([O:19][CH3:20])[CH:17]=3)[CH:12]=[C:11]2[Sn](CCCC)(CCCC)CCCC)(=[O:9])=[O:8])[CH:6]=[CH:5][CH:4]=[CH:3][CH:2]=1.Br[C:35]1[CH:40]=[CH:39][C:38]([O:41][CH3:42])=[CH:37][C:36]=1[N+:43]([O-:45])=[O:44]. (2) The reactants are: [OH:1][N:2]1[C:6]2([CH2:11][CH2:10][N:9]([O:12][CH3:13])[CH2:8][CH2:7]2)[C:5]([O:14][C:15](=[O:19])[O:16][CH2:17][CH3:18])=[C:4]([C:20]2[C:25]([CH3:26])=[CH:24][C:23]([CH3:27])=[CH:22][C:21]=2[CH3:28])[C:3]1=[O:29].C(N(CC)CC)C.Cl[C:38]([O:40][CH3:41])=[O:39]. Given the product [CH3:13][O:12][N:9]1[CH2:10][CH2:11][C:6]2([N:2]([O:1][C:38]([O:40][CH3:41])=[O:39])[C:3](=[O:29])[C:4]([C:20]3[C:21]([CH3:28])=[CH:22][C:23]([CH3:27])=[CH:24][C:25]=3[CH3:26])=[C:5]2[O:14][C:15](=[O:19])[O:16][CH2:17][CH3:18])[CH2:7][CH2:8]1, predict the reactants needed to synthesize it. (3) Given the product [CH:32]1([C:35]2[NH:39][N:38]=[C:37]([NH:40][C:2]3[C:3]4[NH:22][N:21]=[CH:20][C:4]=4[N:5]=[C:6]([C:8]4[CH:13]=[CH:12][CH:11]=[C:10]([C:14]5[CH:15]=[N:16][CH:17]=[CH:18][CH:19]=5)[CH:9]=4)[N:7]=3)[CH:36]=2)[CH2:34][CH2:33]1, predict the reactants needed to synthesize it. The reactants are: Cl[C:2]1[C:3]2[C:4](=[CH:20][N:21](CC3C=CC(OC)=CC=3)[N:22]=2)[N:5]=[C:6]([C:8]2[CH:13]=[CH:12][CH:11]=[C:10]([C:14]3[CH:15]=[N:16][CH:17]=[CH:18][CH:19]=3)[CH:9]=2)[N:7]=1.[CH:32]1([C:35]2[NH:39][N:38]=[C:37]([NH2:40])[CH:36]=2)[CH2:34][CH2:33]1.Cl.